The task is: Predict the product of the given reaction.. This data is from Forward reaction prediction with 1.9M reactions from USPTO patents (1976-2016). (1) Given the reactants O.Cl.[NH:3]1[CH2:8][CH2:7][C:6](=[O:9])[CH2:5][CH2:4]1.[C:10](O[C:10]([O:12][C:13]([CH3:16])([CH3:15])[CH3:14])=[O:11])([O:12][C:13]([CH3:16])([CH3:15])[CH3:14])=[O:11].C(=O)([O-])[O-].[Na+].[Na+].O1CCOCC1, predict the reaction product. The product is: [O:9]=[C:6]1[CH2:7][CH2:8][N:3]([C:10]([O:12][C:13]([CH3:16])([CH3:15])[CH3:14])=[O:11])[CH2:4][CH2:5]1. (2) Given the reactants I[C:2]1[CH:11]=[CH:10][CH:9]=[C:4]([C:5]([O:7][CH3:8])=[O:6])[C:3]=1[C:12]([O:14][CH3:15])=[O:13].[C:16]1(B(O)O)[CH:21]=[CH:20][CH:19]=[CH:18][CH:17]=1.C([O-])([O-])=O.[K+].[K+].C(Cl)Cl, predict the reaction product. The product is: [C:2]1([C:16]2[CH:21]=[CH:20][CH:19]=[CH:18][CH:17]=2)[CH:11]=[CH:10][CH:9]=[C:4]([C:5]([O:7][CH3:8])=[O:6])[C:3]=1[C:12]([O:14][CH3:15])=[O:13]. (3) Given the reactants [C:1]([N:4]([C:8]1[C:13]([C:14]([F:17])([F:16])[F:15])=[CH:12][C:11]([N+:18]([O-])=O)=[CH:10][C:9]=1[N+:21]([O-])=O)C(=O)C)(=O)[CH3:2].[H][H], predict the reaction product. The product is: [CH3:2][C:1]1[NH:4][C:8]2[C:13]([C:14]([F:17])([F:16])[F:15])=[CH:12][C:11]([NH2:18])=[CH:10][C:9]=2[N:21]=1. (4) The product is: [F:16][C:2]([F:1])([F:15])[C:3]1[N:8]=[CH:7][C:6]([SH:9])=[CH:5][CH:4]=1. Given the reactants [F:1][C:2]([F:16])([F:15])[C:3]1[N:8]=[CH:7][C:6]([SH-:9]C(=S)OCC)=[CH:5][CH:4]=1, predict the reaction product. (5) Given the reactants Cl[C:2]1[CH:3]=[CH:4][C:5]2[S:12](=[O:14])(=[O:13])[N:11]3[CH2:15][C@H:8]([CH2:9][CH2:10]3)[NH:7][C:6]=2[N:16]=1.[F:17][C:18]([F:29])([F:28])[C:19]1[CH:20]=[C:21](B(O)O)[CH:22]=[CH:23][CH:24]=1.C(=O)([O-])[O-].[Cs+].[Cs+].O1CCOCC1, predict the reaction product. The product is: [F:17][C:18]([F:29])([F:28])[C:19]1[CH:24]=[C:23]([C:2]2[CH:3]=[CH:4][C:5]3[S:12](=[O:14])(=[O:13])[N:11]4[CH2:15][C@H:8]([CH2:9][CH2:10]4)[NH:7][C:6]=3[N:16]=2)[CH:22]=[CH:21][CH:20]=1. (6) Given the reactants [Cl:1][C:2]1[CH:3]=[CH:4][C:5]2[N:11]3[C:12]([CH3:15])=[N:13][N:14]=[C:10]3[C@@H:9]([CH2:16][CH2:17]O)[O:8][C@H:7]([C:19]3[CH:24]=[CH:23][CH:22]=[C:21]([O:25][CH3:26])[C:20]=3[O:27][CH3:28])[C:6]=2[CH:29]=1.[CH2:30]([N:32](CC)CC)C.S(Cl)(C)(=O)=O.[C-]#N.[Na+], predict the reaction product. The product is: [Cl:1][C:2]1[CH:3]=[CH:4][C:5]2[N:11]3[C:12]([CH3:15])=[N:13][N:14]=[C:10]3[C@@H:9]([CH:16]([CH3:17])[C:30]#[N:32])[O:8][C@H:7]([C:19]3[CH:24]=[CH:23][CH:22]=[C:21]([O:25][CH3:26])[C:20]=3[O:27][CH3:28])[C:6]=2[CH:29]=1. (7) Given the reactants Br[C:2]1[CH:3]=[C:4]([CH2:29][C:30]([O:32][CH3:33])=[O:31])[CH:5]=[C:6]([S:8]([N:11]2[CH2:16][CH2:15][N:14]([CH2:17][C:18]3[CH:23]=[CH:22][C:21]([O:24][C:25]([F:28])([F:27])[F:26])=[CH:20][CH:19]=3)[CH2:13][CH2:12]2)(=[O:10])=[O:9])[CH:7]=1.C1C=CC(P(C2C=CC=CC=2)C2C=CC=CC=2)=CC=1.CN(C)C=O.[CH3:58][Si:59]([C:62]#[CH:63])([CH3:61])[CH3:60], predict the reaction product. The product is: [F:27][C:25]([F:26])([F:28])[O:24][C:21]1[CH:22]=[CH:23][C:18]([CH2:17][N:14]2[CH2:13][CH2:12][N:11]([S:8]([C:6]3[CH:5]=[C:4]([CH2:29][C:30]([O:32][CH3:33])=[O:31])[CH:3]=[C:2]([C:63]#[C:62][Si:59]([CH3:61])([CH3:60])[CH3:58])[CH:7]=3)(=[O:9])=[O:10])[CH2:16][CH2:15]2)=[CH:19][CH:20]=1.